This data is from Forward reaction prediction with 1.9M reactions from USPTO patents (1976-2016). The task is: Predict the product of the given reaction. (1) Given the reactants [H-].[H-].[H-].[H-].[Li+].[Al+3].[CH3:7][C:8]([C:12]1[CH:17]=[CH:16][CH:15]=[CH:14][CH:13]=1)([CH3:11])[C:9]#[N:10], predict the reaction product. The product is: [CH3:11][C:8]([C:12]1[CH:17]=[CH:16][CH:15]=[CH:14][CH:13]=1)([CH3:7])[CH2:9][NH2:10]. (2) Given the reactants [F:1][C:2]1[CH:7]=[CH:6][C:5]([C:8]2[CH:13]=[CH:12][CH:11]=[C:10]([NH2:14])[CH:9]=2)=[CH:4][CH:3]=1.[Cl:15][C:16]1[CH:21]=[CH:20][C:19]([NH:22][C:23](=[O:30])[CH2:24][O:25][CH2:26][C:27](O)=[O:28])=[C:18]([C:31]([O:33]C)=[O:32])[CH:17]=1, predict the reaction product. The product is: [Cl:15][C:16]1[CH:21]=[CH:20][C:19]([NH:22][C:23](=[O:30])[CH2:24][O:25][CH2:26][C:27]([NH:14][C:10]2[CH:9]=[C:8]([C:5]3[CH:4]=[CH:3][C:2]([F:1])=[CH:7][CH:6]=3)[CH:13]=[CH:12][CH:11]=2)=[O:28])=[C:18]([CH:17]=1)[C:31]([OH:33])=[O:32].